The task is: Regression. Given two drug SMILES strings and cell line genomic features, predict the synergy score measuring deviation from expected non-interaction effect.. This data is from NCI-60 drug combinations with 297,098 pairs across 59 cell lines. (1) Drug 1: C#CCC(CC1=CN=C2C(=N1)C(=NC(=N2)N)N)C3=CC=C(C=C3)C(=O)NC(CCC(=O)O)C(=O)O. Drug 2: CC(C)NC(=O)C1=CC=C(C=C1)CNNC.Cl. Cell line: HOP-62. Synergy scores: CSS=-3.37, Synergy_ZIP=0.630, Synergy_Bliss=-2.77, Synergy_Loewe=-9.85, Synergy_HSA=-5.64. (2) Drug 1: CC1C(C(CC(O1)OC2CC(CC3=C2C(=C4C(=C3O)C(=O)C5=C(C4=O)C(=CC=C5)OC)O)(C(=O)C)O)N)O.Cl. Drug 2: C1CC(C1)(C(=O)O)C(=O)O.[NH2-].[NH2-].[Pt+2]. Cell line: HS 578T. Synergy scores: CSS=27.2, Synergy_ZIP=-3.13, Synergy_Bliss=2.11, Synergy_Loewe=3.75, Synergy_HSA=4.36. (3) Drug 1: CC=C1C(=O)NC(C(=O)OC2CC(=O)NC(C(=O)NC(CSSCCC=C2)C(=O)N1)C(C)C)C(C)C. Drug 2: C1CNP(=O)(OC1)N(CCCl)CCCl. Cell line: OVCAR-4. Synergy scores: CSS=18.9, Synergy_ZIP=-5.72, Synergy_Bliss=1.24, Synergy_Loewe=-22.1, Synergy_HSA=-1.73.